Dataset: Peptide-MHC class I binding affinity with 185,985 pairs from IEDB/IMGT. Task: Regression. Given a peptide amino acid sequence and an MHC pseudo amino acid sequence, predict their binding affinity value. This is MHC class I binding data. (1) The peptide sequence is VWLSVIWMMW. The MHC is HLA-A02:01 with pseudo-sequence HLA-A02:01. The binding affinity (normalized) is 0. (2) The peptide sequence is YMKPGSSPL. The MHC is HLA-B08:03 with pseudo-sequence HLA-B08:03. The binding affinity (normalized) is 0.493. (3) The peptide sequence is RSRPSGDLR. The MHC is Mamu-B08 with pseudo-sequence Mamu-B08. The binding affinity (normalized) is 0.220. (4) The peptide sequence is RPALVFDIT. The MHC is HLA-B54:01 with pseudo-sequence HLA-B54:01. The binding affinity (normalized) is 0.579.